This data is from Reaction yield outcomes from USPTO patents with 853,638 reactions. The task is: Predict the reaction yield, written as a fraction of the theoretical maximum amount of product (1.0 means a 100% yield; for example, 0.34 means a 34% yield). (1) The reactants are ClC1C=C(Cl)C=CC=1C[O:10][C@@H:11]1[C@@H:15]([CH2:16][O:17]CC2C=CC(Cl)=CC=2Cl)[O:14][C@@H:13]([N:27]2[CH:40]=[C:31]3[CH:32]=[CH:33][C:34]4[C:35](=[O:39])[NH:36][N:37]=[CH:38][C:29]([C:30]=43)=[N:28]2)[C@:12]1([CH3:42])[OH:41].B(Cl)(Cl)Cl. The catalyst is C(Cl)Cl. The product is [CH3:42][C@@:12]1([OH:41])[C@H:11]([OH:10])[C@@H:15]([CH2:16][OH:17])[O:14][C@H:13]1[N:27]1[CH:40]=[C:31]2[CH:32]=[CH:33][C:34]3[C:35](=[O:39])[NH:36][N:37]=[CH:38][C:29]([C:30]=32)=[N:28]1. The yield is 0.778. (2) The reactants are Cl[C:2]1[N:7]=[C:6]([Cl:8])[N:5]=[C:4]([Cl:9])[N:3]=1.[Br:10][C:11]1[CH:17]=[C:16]([CH3:18])[C:14]([NH2:15])=[C:13]([CH3:19])[CH:12]=1. The catalyst is O1CCOCC1. The product is [Br:10][C:11]1[CH:17]=[C:16]([CH3:18])[C:14]([NH:15][C:2]2[N:7]=[C:6]([Cl:8])[N:5]=[C:4]([Cl:9])[N:3]=2)=[C:13]([CH3:19])[CH:12]=1. The yield is 0.790. (3) The reactants are C(Cl)CCl.[NH2:5][C:6]1[N:11]=[CH:10][C:9](/[CH:12]=[CH:13]/[C:14]([OH:16])=O)=[CH:8][CH:7]=1.[CH:17]([N:20]1[C:28]2[C:23](=[CH:24][CH:25]=[CH:26][CH:27]=2)[C:22]([CH2:29][NH:30][CH3:31])=[CH:21]1)([CH3:19])[CH3:18].C1C=CC2N(O)N=NC=2C=1.O.C(N(C(C)C)CC)(C)C. The catalyst is CN(C=O)C. The product is [NH2:5][C:6]1[N:11]=[CH:10][C:9](/[CH:12]=[CH:13]/[C:14]([N:30]([CH2:29][C:22]2[C:23]3[C:28](=[CH:27][CH:26]=[CH:25][CH:24]=3)[N:20]([CH:17]([CH3:19])[CH3:18])[CH:21]=2)[CH3:31])=[O:16])=[CH:8][CH:7]=1. The yield is 0.580. (4) The reactants are [F:1][C:2]1[C:10]2[CH2:9][CH2:8][CH2:7][CH2:6][C:5]=2[N:4]2[CH2:11][CH2:12][N:13]([C:16]3[N:23]=[CH:22][CH:21]=[C:20]([C:24]4[CH:29]=[C:28]([NH:30][C:31]5[CH:36]=[CH:35][N:34]=[CH:33][N:32]=5)[C:27](=[O:37])[N:26]([CH3:38])[N:25]=4)[C:17]=3[CH:18]=[O:19])[C:14](=[O:15])[C:3]=12.[BH4-].[Na+].CO. The catalyst is O. The product is [F:1][C:2]1[C:10]2[CH2:9][CH2:8][CH2:7][CH2:6][C:5]=2[N:4]2[CH2:11][CH2:12][N:13]([C:16]3[C:17]([CH2:18][OH:19])=[C:20]([C:24]4[CH:29]=[C:28]([NH:30][C:31]5[CH:36]=[CH:35][N:34]=[CH:33][N:32]=5)[C:27](=[O:37])[N:26]([CH3:38])[N:25]=4)[CH:21]=[CH:22][N:23]=3)[C:14](=[O:15])[C:3]=12. The yield is 0.680. (5) The reactants are C1(C=CC=C(O)C=1)O.ClC1C=CC(C(C2C=CC(Cl)=CC=2)=O)=CC=1.C([O-])([O-])=O.[K+].[K+].[N+]([C:34]1[CH:35]=[C:36]([C:42]#[N:43])[C:37](=[CH:40][CH:41]=1)[C:38]#[N:39])([O-])=O.Cl. The catalyst is C1(C)C=CC=CC=1.CS(C)=O. The product is [C:42](#[N:43])[C:36]1[C:37](=[CH:40][CH:41]=[CH:34][CH:35]=1)[C:38]#[N:39]. The yield is 0.900.